This data is from NCI-60 drug combinations with 297,098 pairs across 59 cell lines. The task is: Regression. Given two drug SMILES strings and cell line genomic features, predict the synergy score measuring deviation from expected non-interaction effect. Drug 1: CC1C(C(CC(O1)OC2CC(CC3=C2C(=C4C(=C3O)C(=O)C5=C(C4=O)C(=CC=C5)OC)O)(C(=O)CO)O)N)O.Cl. Drug 2: C1=NC2=C(N1)C(=S)N=CN2. Cell line: HCC-2998. Synergy scores: CSS=34.1, Synergy_ZIP=-5.52, Synergy_Bliss=-1.97, Synergy_Loewe=-3.56, Synergy_HSA=1.80.